This data is from Catalyst prediction with 721,799 reactions and 888 catalyst types from USPTO. The task is: Predict which catalyst facilitates the given reaction. (1) Reactant: Br.[NH2:2][C@H:3]([C:14]([OH:16])=[O:15])[CH2:4][C:5]1[C:13]2[C:8](=[CH:9][CH:10]=[CH:11][CH:12]=2)[NH:7][CH:6]=1.N1([C:29](=O)[C:28]2N(C)C=N[C:23]=2N(C)C1=O)C.C1(C)CCC(C(C)C)C(O)C1. Product: [CH:28]([O:15][C:14](=[O:16])[C@H:3]([CH2:4][C:5]1[C:13]2[C:8](=[CH:9][CH:10]=[CH:11][CH:12]=2)[NH:7][CH:6]=1)[NH2:2])([CH3:29])[CH3:23]. The catalyst class is: 6. (2) Product: [CH3:33][O:34][C:35]1[CH:36]=[C:37]2[C:41](=[CH:42][CH:43]=1)[NH:40][C:39]([CH3:44])=[C:38]2[CH2:45][C:46]([NH:48][C@@H:49]([CH2:53][CH2:54][CH2:55][CH2:56][CH2:57][C:58](=[O:60])[CH3:59])[C:50]([NH:11][C:3]1[CH:2]=[N:1][C:10]2[C:5]([CH:4]=1)=[CH:6][CH:7]=[CH:8][CH:9]=2)=[O:51])=[O:47]. Reactant: [N:1]1[C:10]2[C:5](=[CH:6][CH:7]=[CH:8][CH:9]=2)[CH:4]=[C:3]([NH2:11])[CH:2]=1.C1C=CC2N(O)N=NC=2C=1.CCN=C=NCCCN(C)C.[CH3:33][O:34][C:35]1[CH:36]=[C:37]2[C:41](=[CH:42][CH:43]=1)[NH:40][C:39]([CH3:44])=[C:38]2[CH2:45][C:46]([NH:48][C@@H:49]([CH2:53][CH2:54][CH2:55][CH2:56][CH2:57][C:58](=[O:60])[CH3:59])[C:50](O)=[O:51])=[O:47]. The catalyst class is: 2. (3) Reactant: C=O.N.[N:4]1[CH:9]=[C:8]([CH3:10])[CH:7]=[C:6]([CH3:11])[C:5]=1[CH3:12].N1C(C)=CC=C(C)[C:14]=1C. Product: [CH3:12][C:5]1[C:6]([CH3:11])=[CH:7][C:8]([CH3:10])=[C:9]([CH3:14])[N:4]=1. The catalyst class is: 311. (4) Reactant: C(OC([N:8]([C:10]1[CH:11]=[N:12][CH:13]=[CH:14][CH:15]=1)[NH2:9])=O)(C)(C)C.[ClH:16]. Product: [ClH:16].[NH:8]([C:10]1[CH:11]=[N:12][CH:13]=[CH:14][CH:15]=1)[NH2:9]. The catalyst class is: 12. (5) Reactant: CS([O:5][CH2:6][C:7]1[CH:8]=[C:9]2[C:14](=[CH:15][CH:16]=1)[N:13]=[CH:12][CH:11]=[CH:10]2)(=O)=O.[OH-].[Na+].[C:19]([O:23][C:24](O[C:24]([O:23][C:19]([CH3:22])([CH3:21])[CH3:20])=[O:25])=[O:25])([CH3:22])([CH3:21])[CH3:20]. Product: [C:19]([O:23][C:24]([N:13]1[C:14]2[C:9](=[CH:8][C:7]([CH2:6][OH:5])=[CH:16][CH:15]=2)[CH2:10][CH2:11][CH2:12]1)=[O:25])([CH3:22])([CH3:21])[CH3:20]. The catalyst class is: 20.